This data is from Full USPTO retrosynthesis dataset with 1.9M reactions from patents (1976-2016). The task is: Predict the reactants needed to synthesize the given product. Given the product [C:2]([CH:5]1[CH2:10][CH:9]([C:11]([O:13][CH2:14][CH3:15])=[O:12])[CH2:8][CH2:7][N:6]1[C:25]([O:26][CH2:27][C:28]1[CH:33]=[CH:32][CH:31]=[CH:30][CH:29]=1)=[O:34])(=[O:4])[NH2:3], predict the reactants needed to synthesize it. The reactants are: Cl.[C:2]([CH:5]1[CH2:10][CH:9]([C:11]([O:13][CH2:14][CH3:15])=[O:12])[CH2:8][CH2:7][NH:6]1)(=[O:4])[NH2:3].CCN(C(C)C)C(C)C.[C:25](Cl)(=[O:34])[O:26][CH2:27][C:28]1[CH:33]=[CH:32][CH:31]=[CH:30][CH:29]=1.